From a dataset of Catalyst prediction with 721,799 reactions and 888 catalyst types from USPTO. Predict which catalyst facilitates the given reaction. (1) Reactant: [Cl:1][C:2]1[CH:3]=[CH:4][C:5]([NH:8][C:9]([C:11]2[CH:16]=[CH:15][CH:14]=[CH:13][C:12]=2[NH:17][C:18]([C:20]2[CH:25]=[CH:24][C:23]([C:26]3[CH:31]=[CH:30][CH:29]=[CH:28][C:27]=3[C:32]#[N:33])=[CH:22][CH:21]=2)=[O:19])=[O:10])=[N:6][CH:7]=1.Cl.[OH:35][NH2:36].C(N(CC)CC)C. Product: [Cl:1][C:2]1[CH:3]=[CH:4][C:5]([NH:8][C:9]([C:11]2[CH:16]=[CH:15][CH:14]=[CH:13][C:12]=2[NH:17][C:18]([C:20]2[CH:25]=[CH:24][C:23]([C:26]3[CH:31]=[CH:30][CH:29]=[CH:28][C:27]=3[CH:32]=[N:33][NH:36][OH:35])=[CH:22][CH:21]=2)=[O:19])=[O:10])=[N:6][CH:7]=1. The catalyst class is: 8. (2) Reactant: [NH2:1][C:2]1[CH:11]=[CH:10][C:9]([C:12]([C:14]2[N:22]3[C:17]([C:18]([OH:23])=[CH:19][CH:20]=[CH:21]3)=[C:16]([O:24][CH3:25])[C:15]=2[CH3:26])=[O:13])=[CH:8][C:3]=1[C:4]([O:6][CH3:7])=[O:5].[I:27][CH2:28][CH2:29][O:30][CH2:31][CH2:32][O:33][CH2:34][CH2:35][O:36][CH2:37][CH2:38][O:39][CH2:40][CH2:41][O:42][CH2:43][CH2:44][O:45][CH2:46][CH2:47]I.Cl. The catalyst class is: 7. Product: [NH2:1][C:2]1[CH:11]=[CH:10][C:9]([C:12]([C:14]2[N:22]3[C:17]([C:18]([O:23][CH2:47][CH2:46][O:45][CH2:44][CH2:43][O:42][CH2:41][CH2:40][O:39][CH2:38][CH2:37][O:36][CH2:35][CH2:34][O:33][CH2:32][CH2:31][O:30][CH2:29][CH2:28][I:27])=[CH:19][CH:20]=[CH:21]3)=[C:16]([O:24][CH3:25])[C:15]=2[CH3:26])=[O:13])=[CH:8][C:3]=1[C:4]([O:6][CH3:7])=[O:5].